The task is: Regression. Given two drug SMILES strings and cell line genomic features, predict the synergy score measuring deviation from expected non-interaction effect.. This data is from NCI-60 drug combinations with 297,098 pairs across 59 cell lines. (1) Drug 1: CC12CCC(CC1=CCC3C2CCC4(C3CC=C4C5=CN=CC=C5)C)O. Drug 2: CC1C(C(CC(O1)OC2CC(CC3=C2C(=C4C(=C3O)C(=O)C5=C(C4=O)C(=CC=C5)OC)O)(C(=O)CO)O)N)O.Cl. Cell line: UACC62. Synergy scores: CSS=52.8, Synergy_ZIP=-1.53, Synergy_Bliss=1.23, Synergy_Loewe=-18.7, Synergy_HSA=2.18. (2) Drug 1: CNC(=O)C1=CC=CC=C1SC2=CC3=C(C=C2)C(=NN3)C=CC4=CC=CC=N4. Synergy scores: CSS=6.48, Synergy_ZIP=-1.95, Synergy_Bliss=0.457, Synergy_Loewe=0.240, Synergy_HSA=0.292. Drug 2: C#CCC(CC1=CN=C2C(=N1)C(=NC(=N2)N)N)C3=CC=C(C=C3)C(=O)NC(CCC(=O)O)C(=O)O. Cell line: NCI-H522. (3) Drug 1: C1CN1P(=S)(N2CC2)N3CC3. Cell line: SF-268. Synergy scores: CSS=17.5, Synergy_ZIP=-10.9, Synergy_Bliss=2.41, Synergy_Loewe=-1.34, Synergy_HSA=2.11. Drug 2: C1CC(C1)(C(=O)O)C(=O)O.[NH2-].[NH2-].[Pt+2]. (4) Drug 1: C1CN1P(=S)(N2CC2)N3CC3. Drug 2: C1=CC=C(C=C1)NC(=O)CCCCCCC(=O)NO. Cell line: CCRF-CEM. Synergy scores: CSS=55.4, Synergy_ZIP=3.53, Synergy_Bliss=6.55, Synergy_Loewe=-0.577, Synergy_HSA=6.60.